This data is from Catalyst prediction with 721,799 reactions and 888 catalyst types from USPTO. The task is: Predict which catalyst facilitates the given reaction. (1) Reactant: [Br:1][C:2]1[C:9]([F:10])=[CH:8][CH:7]=[C:6]([O:11]C)[C:3]=1[CH:4]=[O:5].B(Br)(Br)Br.[NH4+].[Cl-]. Product: [Br:1][C:2]1[C:9]([F:10])=[CH:8][CH:7]=[C:6]([OH:11])[C:3]=1[CH:4]=[O:5]. The catalyst class is: 2. (2) Reactant: [F:1][C:2]1[C:3]([C:9]2[CH:14]=[C:13]([NH:15][C:16]3[CH:21]=[CH:20][N:19]=[C:18]4[CH:22]=[N:23][N:24](CC5C=CC(OC)=CC=5)[C:17]=34)[CH:12]=[CH:11][N:10]=2)=[N:4][C:5]([CH3:8])=[CH:6][CH:7]=1.FC1C(C2C=C(NC3C4C(=CN(CC5C=CC(OC)=CC=5)N=4)N=CC=3)C=CN=2)=NC(C)=CC=1.FC(F)(F)C(O)=O.C(=O)(O)[O-].[Na+]. Product: [F:1][C:2]1[C:3]([C:9]2[CH:14]=[C:13]([NH:15][C:16]3[CH:21]=[CH:20][N:19]=[C:18]4[CH:22]=[N:23][NH:24][C:17]=34)[CH:12]=[CH:11][N:10]=2)=[N:4][C:5]([CH3:8])=[CH:6][CH:7]=1. The catalyst class is: 4. (3) Reactant: F[C:2]1[CH:11]=[CH:10][C:5]([C:6]([O:8][CH3:9])=[O:7])=[C:4]([O:12][C:13]2[CH:18]=[CH:17][CH:16]=[CH:15][CH:14]=2)[CH:3]=1.[O:19]1[C:23]2([CH2:28][CH2:27][NH:26][CH2:25][CH2:24]2)[O:22][CH2:21][CH2:20]1.C(=O)([O-])[O-].[Na+].[Na+]. Product: [O:12]([C:4]1[CH:3]=[C:2]([N:26]2[CH2:27][CH2:28][C:23]3([O:22][CH2:21][CH2:20][O:19]3)[CH2:24][CH2:25]2)[CH:11]=[CH:10][C:5]=1[C:6]([O:8][CH3:9])=[O:7])[C:13]1[CH:18]=[CH:17][CH:16]=[CH:15][CH:14]=1. The catalyst class is: 13. (4) Reactant: C[O:2][C:3](=[O:15])[CH2:4][C:5]1[CH:10]=[CH:9][C:8]([C:11](=[NH:14])[NH:12][OH:13])=[CH:7][CH:6]=1. Product: [OH:13][NH:12][C:11]([C:8]1[CH:7]=[CH:6][C:5]([CH2:4][C:3]([OH:15])=[O:2])=[CH:10][CH:9]=1)=[NH:14]. The catalyst class is: 33. (5) Reactant: [H-].[Na+].[CH3:3][C:4]1([CH3:18])[C:8]([CH3:10])([CH3:9])[O:7][B:6]([C:11]2[CH:16]=[CH:15][C:14]([OH:17])=[CH:13][CH:12]=2)[O:5]1.[CH2:19](Cl)[O:20][CH3:21].O. Product: [CH3:19][O:20][CH2:21][O:17][C:14]1[CH:15]=[CH:16][C:11]([B:6]2[O:5][C:4]([CH3:18])([CH3:3])[C:8]([CH3:9])([CH3:10])[O:7]2)=[CH:12][CH:13]=1. The catalyst class is: 3. (6) Reactant: C(=O)([O-])[O-].[Cs+].[Cs+].Cl[C:8]1[N:13]=[CH:12][N:11]=[C:10]([O:14][CH:15]2[CH2:20][CH2:19][N:18]([C:21]3[O:25][N:24]=[C:23]([CH:26]([CH3:28])[CH3:27])[N:22]=3)[CH2:17][CH2:16]2)[C:9]=1[CH3:29].[CH3:30][C:31]1([CH3:44])[O:36][CH2:35][CH:34]([C:37]2[CH:42]=[CH:41][C:40]([OH:43])=[CH:39][CH:38]=2)[CH2:33][O:32]1. Product: [CH3:30][C:31]1([CH3:44])[O:32][CH2:33][CH:34]([C:37]2[CH:42]=[CH:41][C:40]([O:43][C:8]3[N:13]=[CH:12][N:11]=[C:10]([O:14][CH:15]4[CH2:20][CH2:19][N:18]([C:21]5[O:25][N:24]=[C:23]([CH:26]([CH3:28])[CH3:27])[N:22]=5)[CH2:17][CH2:16]4)[C:9]=3[CH3:29])=[CH:39][CH:38]=2)[CH2:35][O:36]1. The catalyst class is: 3. (7) Reactant: CN(C)[C:3]([C:5]1[CH2:9][CH:8]([C:10]2[CH:15]=[CH:14][CH:13]=[CH:12][CH:11]=2)[O:7][N:6]=1)=[O:4].[OH-:17].[Na+]. The catalyst class is: 5. Product: [C:10]1([CH:8]2[O:7][N:6]=[C:5]([C:3]([OH:17])=[O:4])[CH2:9]2)[CH:15]=[CH:14][CH:13]=[CH:12][CH:11]=1. (8) Reactant: [F:1][C:2]1[CH:7]=[CH:6][C:5]([S:8]([O-:10])=[O:9])=[CH:4][CH:3]=1.[Na+].Br[C:13]1[C:18]([CH2:19][C:20]2[C:28]3[C:27](=[O:29])[CH2:26][C:25]([CH3:31])([CH3:30])[CH2:24][C:23]=3[NH:22][C:21]=2[CH3:32])=[CH:17][CH:16]=[CH:15][N:14]=1. Product: [F:1][C:2]1[CH:7]=[CH:6][C:5]([S:8]([C:13]2[C:18]([CH2:19][C:20]3[C:28]4[C:27](=[O:29])[CH2:26][C:25]([CH3:30])([CH3:31])[CH2:24][C:23]=4[NH:22][C:21]=3[CH3:32])=[CH:17][CH:16]=[CH:15][N:14]=2)(=[O:10])=[O:9])=[CH:4][CH:3]=1. The catalyst class is: 419.